Dataset: Full USPTO retrosynthesis dataset with 1.9M reactions from patents (1976-2016). Task: Predict the reactants needed to synthesize the given product. (1) Given the product [OH:12][N:13]1[C:21]2[C:16](=[CH:17][CH:18]=[CH:19][CH:20]=2)[C:15](=[CH:10][C:3]2[C:4]3[C:9](=[CH:8][CH:7]=[CH:6][CH:5]=3)[NH:1][CH:2]=2)[C:14]1=[O:22], predict the reactants needed to synthesize it. The reactants are: [NH:1]1[C:9]2[C:4](=[CH:5][CH:6]=[CH:7][CH:8]=2)[C:3]([CH:10]=O)=[CH:2]1.[OH:12][N:13]1[C:21]2[C:16](=[CH:17][CH:18]=[CH:19][CH:20]=2)[CH2:15][C:14]1=[O:22].N1CCCCC1. (2) Given the product [Si:1]([O:8][CH2:9][C@@H:10]1[CH2:15][C:14](=[O:16])[CH2:13][CH2:12][C@@H:11]1[NH:17][C:18](=[O:27])[O:19][CH2:20][C:21]1[CH:22]=[CH:23][CH:24]=[CH:25][CH:26]=1)([C:4]([CH3:7])([CH3:6])[CH3:5])([CH3:3])[CH3:2], predict the reactants needed to synthesize it. The reactants are: [Si:1]([O:8][CH2:9][C@@H:10]1[CH2:15][C@H:14]([OH:16])[CH2:13][CH2:12][C@@H:11]1[NH:17][C:18](=[O:27])[O:19][CH2:20][C:21]1[CH:26]=[CH:25][CH:24]=[CH:23][CH:22]=1)([C:4]([CH3:7])([CH3:6])[CH3:5])([CH3:3])[CH3:2].CC(OI1(OC(C)=O)(OC(C)=O)OC(=O)C2C1=CC=CC=2)=O. (3) Given the product [CH3:41][N:40]1[C:39](=[O:42])[CH:38]=[C:37]([C:43]2[CH:48]=[CH:47][N:46]=[CH:45][N:44]=2)[N:36]=[C:35]1[N:25]1[CH2:24][CH2:23][NH:22][C@@H:21]([C:18]2[CH:17]=[CH:16][C:15]([N:12]3[CH2:13][CH2:14][CH:10]([N:5]4[CH2:6][CH2:7][CH2:8][CH2:9]4)[CH2:11]3)=[CH:20][CH:19]=2)[CH2:26]1, predict the reactants needed to synthesize it. The reactants are: Cl.Cl.Cl.Cl.[N:5]1([C@H:10]2[CH2:14][CH2:13][N:12]([C:15]3[CH:20]=[CH:19][C:18]([C@H:21]4[CH2:26][NH:25][CH2:24][CH2:23][NH:22]4)=[CH:17][CH:16]=3)[CH2:11]2)[CH2:9][CH2:8][CH2:7][CH2:6]1.C(N(CC)CC)C.Cl[C:35]1[N:40]([CH3:41])[C:39](=[O:42])[CH:38]=[C:37]([C:43]2[CH:48]=[CH:47][N:46]=[CH:45][N:44]=2)[N:36]=1. (4) The reactants are: [CH:1]([O:4][C:5]1[CH:14]=[C:13]([C:15]([F:18])([F:17])[F:16])[C:12]2[C:7](=[CH:8][CH:9]=[C:10]([C:19](O)=[O:20])[CH:11]=2)[N:6]=1)([CH3:3])[CH3:2].CN1C2C=CC(C(Cl)=O)=CC=2OC1=O.Br[CH2:37][C:38]1[CH:53]=[CH:52][C:41]([O:42][C:43]2[CH:50]=[CH:49][C:46]([C:47]#[N:48])=[C:45]([Cl:51])[CH:44]=2)=[CH:40][C:39]=1[Cl:54]. Given the product [Cl:51][C:45]1[CH:44]=[C:43]([O:42][C:41]2[CH:52]=[CH:53][C:38]([CH2:37][C:19]([C:10]3[CH:11]=[C:12]4[C:7](=[CH:8][CH:9]=3)[N:6]=[C:5]([O:4][CH:1]([CH3:2])[CH3:3])[CH:14]=[C:13]4[C:15]([F:16])([F:17])[F:18])=[O:20])=[C:39]([Cl:54])[CH:40]=2)[CH:50]=[CH:49][C:46]=1[C:47]#[N:48], predict the reactants needed to synthesize it. (5) Given the product [CH3:11][CH2:10][CH2:9][CH2:8]/[CH:7]=[CH:6]\[CH2:5][CH2:4][CH2:3][CH2:2][CH2:1][CH2:13][CH2:14][CH2:15][CH2:16][CH3:17], predict the reactants needed to synthesize it. The reactants are: [CH:1](=O)[CH2:2][CH2:3][CH2:4][CH2:5][CH2:6][CH2:7][CH2:8][CH2:9][CH2:10][CH3:11].[CH3:13][CH2:14][CH2:15][CH2:16][CH2:17]C.